From a dataset of Forward reaction prediction with 1.9M reactions from USPTO patents (1976-2016). Predict the product of the given reaction. Given the reactants [N:1]1([CH2:4][C@:5]23[CH2:39][CH2:38][C@@H:37]([C:40]([CH3:42])=[CH2:41])[C@@H:6]2[C@@H:7]2[C@@:20]([CH3:23])([CH2:21][CH2:22]3)[C@@:19]3([CH3:24])[C@@H:10]([C@:11]4([CH3:36])[C@@H:16]([CH2:17][CH2:18]3)[C:15]([CH3:26])([CH3:25])[C:14]([C:27]3[CH:35]=[CH:34][C:30]([C:31]([OH:33])=[O:32])=[CH:29][CH:28]=3)=[CH:13][CH2:12]4)[CH2:9][CH2:8]2)CC1.Br[CH2:44][CH2:45][OH:46], predict the reaction product. The product is: [OH:46][CH2:45][CH2:44][NH:1][CH2:4][C@:5]12[CH2:39][CH2:38][C@@H:37]([C:40]([CH3:42])=[CH2:41])[C@@H:6]1[C@@H:7]1[C@@:20]([CH3:23])([CH2:21][CH2:22]2)[C@@:19]2([CH3:24])[C@@H:10]([C@:11]3([CH3:36])[C@@H:16]([CH2:17][CH2:18]2)[C:15]([CH3:26])([CH3:25])[C:14]([C:27]2[CH:35]=[CH:34][C:30]([C:31]([OH:33])=[O:32])=[CH:29][CH:28]=2)=[CH:13][CH2:12]3)[CH2:9][CH2:8]1.